Regression. Given a peptide amino acid sequence and an MHC pseudo amino acid sequence, predict their binding affinity value. This is MHC class I binding data. From a dataset of Peptide-MHC class I binding affinity with 185,985 pairs from IEDB/IMGT. (1) The peptide sequence is MVIKWIHER. The MHC is HLA-A32:15 with pseudo-sequence HLA-A32:15. The binding affinity (normalized) is 0.633. (2) The peptide sequence is SLVENNFFT. The MHC is HLA-A68:01 with pseudo-sequence HLA-A68:01. The binding affinity (normalized) is 0.111. (3) The peptide sequence is TWRDMAHTL. The binding affinity (normalized) is 0.309. The MHC is HLA-A23:01 with pseudo-sequence HLA-A23:01. (4) The peptide sequence is VQLDWQGDY. The MHC is HLA-B46:01 with pseudo-sequence HLA-B46:01. The binding affinity (normalized) is 0.0847.